The task is: Predict which catalyst facilitates the given reaction.. This data is from Catalyst prediction with 721,799 reactions and 888 catalyst types from USPTO. (1) Reactant: [NH:1]1[CH:5]=[CH:4][CH:3]=[CH:2]1.[Cl:6][C:7]([Cl:12])([Cl:11])[C:8](Cl)=[O:9]. The catalyst class is: 28. Product: [Cl:6][C:7]([Cl:12])([Cl:11])[C:8]([C:2]1[NH:1][CH:5]=[CH:4][CH:3]=1)=[O:9]. (2) Reactant: [OH:1][C:2]1[N:7]=[C:6]([CH3:8])[N:5]=[C:4]([C:9]([Cl:12])([Cl:11])[Cl:10])[N:3]=1.C(N(CC)CC)C.[CH3:20][S:21](Cl)(=[O:23])=[O:22]. Product: [CH3:20][S:21]([O:1][C:2]1[N:7]=[C:6]([CH3:8])[N:5]=[C:4]([C:9]([Cl:12])([Cl:11])[Cl:10])[N:3]=1)(=[O:23])=[O:22]. The catalyst class is: 4. (3) Reactant: [Br:1][C:2]1[CH:7]=[C:6]([CH3:8])[CH:5]=[C:4]([CH2:9]Br)[CH:3]=1.[C-:11]#[N:12].[K+]. Product: [Br:1][C:2]1[CH:3]=[C:4]([CH:5]=[C:6]([CH3:8])[CH:7]=1)[CH2:9][C:11]#[N:12]. The catalyst class is: 8. (4) Reactant: [CH3:1][S:2](Cl)(=[O:4])=[O:3].C(N(CC)CC)C.[N:13]1([C:17]([C:19]2[N:24]=[CH:23][C:22]([O:25][C:26]3[CH:27]=[C:28]([CH:39]=[C:40]([C:42](=[O:51])[NH:43][C:44]4[CH:49]=[N:48][C:47]([CH3:50])=[CH:46][N:45]=4)[CH:41]=3)[O:29][CH:30]([CH2:36][CH2:37][OH:38])[C:31]([O:33][CH2:34][CH3:35])=[O:32])=[CH:21][CH:20]=2)=[O:18])[CH2:16][CH2:15][CH2:14]1. Product: [N:13]1([C:17]([C:19]2[N:24]=[CH:23][C:22]([O:25][C:26]3[CH:27]=[C:28]([CH:39]=[C:40]([C:42](=[O:51])[NH:43][C:44]4[CH:49]=[N:48][C:47]([CH3:50])=[CH:46][N:45]=4)[CH:41]=3)[O:29][CH:30]([CH2:36][CH2:37][O:38][S:2]([CH3:1])(=[O:4])=[O:3])[C:31]([O:33][CH2:34][CH3:35])=[O:32])=[CH:21][CH:20]=2)=[O:18])[CH2:14][CH2:15][CH2:16]1. The catalyst class is: 2.